From a dataset of Forward reaction prediction with 1.9M reactions from USPTO patents (1976-2016). Predict the product of the given reaction. (1) Given the reactants C[O:2][C:3]([C:5]1[C:14]2[C:9](=[C:10]([NH:15][C:16]([NH:18][CH2:19][C:20]3[CH:25]=[CH:24][C:23]([C:26]([F:29])([F:28])[F:27])=[CH:22][CH:21]=3)=[O:17])[CH:11]=[CH:12][CH:13]=2)[CH:8]=[CH:7][N:6]=1)=O.[BH4-].[Li+], predict the reaction product. The product is: [OH:2][CH2:3][C:5]1[C:14]2[C:9](=[C:10]([NH:15][C:16]([NH:18][CH2:19][C:20]3[CH:21]=[CH:22][C:23]([C:26]([F:29])([F:27])[F:28])=[CH:24][CH:25]=3)=[O:17])[CH:11]=[CH:12][CH:13]=2)[CH:8]=[CH:7][N:6]=1. (2) Given the reactants [C:1]([O:5][C@@H:6]([C:11]1[C:40]([CH3:41])=[CH:39][C:38]2=[N:42][C:35]3=[CH:36][N:37]2[C:12]=1[N:13]1[CH2:48][CH2:47][C:16]([CH3:49])([O:17][CH2:18][CH2:19][CH2:20][CH2:21][C@H:22]([CH3:46])[O:23][C:24]2[CH:25]=[C:26]([CH3:45])[C:27]([F:44])=[CH:28][C:29]=2[C:30]2[CH:43]=[C:34]3[CH:33]=[CH:32][CH:31]=2)[CH2:15][CH2:14]1)[C:7]([O:9][CH3:10])=[O:8])([CH3:4])([CH3:3])[CH3:2].C1C(=O)N([Br:57])C(=O)C1, predict the reaction product. The product is: [Br:57][C:36]1[N:37]2[C:12]3[N:13]4[CH2:48][CH2:47][C:16]([CH3:49])([O:17][CH2:18][CH2:19][CH2:20][CH2:21][C@H:22]([CH3:46])[O:23][C:24]5[CH:25]=[C:26]([CH3:45])[C:27]([F:44])=[CH:28][C:29]=5[C:30]5[CH:43]=[C:34]([C:35]=1[N:42]=[C:38]2[CH:39]=[C:40]([CH3:41])[C:11]=3[C@H:6]([O:5][C:1]([CH3:4])([CH3:2])[CH3:3])[C:7]([O:9][CH3:10])=[O:8])[CH:33]=[CH:32][CH:31]=5)[CH2:15][CH2:14]4. (3) The product is: [CH3:1][C:2]1[CH:3]=[CH:4][C:5]([S:8]([O:11][CH2:12][CH:13]2[CH2:17][C:16]3[CH:18]=[CH:19][CH:20]=[C:21]([C:33]4[CH:32]=[C:31]([Cl:30])[CH:36]=[C:35]([Cl:37])[CH:34]=4)[C:15]=3[O:14]2)(=[O:9])=[O:10])=[CH:6][CH:7]=1. Given the reactants [CH3:1][C:2]1[CH:7]=[CH:6][C:5]([S:8]([O:11][CH2:12][CH:13]2[CH2:17][C:16]3[CH:18]=[CH:19][CH:20]=[C:21](OS(C(F)(F)F)(=O)=O)[C:15]=3[O:14]2)(=[O:10])=[O:9])=[CH:4][CH:3]=1.[Cl:30][C:31]1[CH:32]=[C:33](B(O)O)[CH:34]=[C:35]([Cl:37])[CH:36]=1.P([O-])([O-])([O-])=O.[K+].[K+].[K+].CC1C=CC(S(OCC2CC3C=CC=C(C4C=C(C(F)(F)F)C=C(C(F)(F)F)C=4)C=3O2)(=O)=O)=CC=1, predict the reaction product. (4) The product is: [CH3:70][C@H:27]([NH2:26])[C:28]([NH:30][C@H:31]([C:32]([OH:86])=[O:33])[CH2:65][CH:66]([CH3:68])[CH3:67])=[O:29]. Given the reactants CC[C@@H]1N[C:32](=[O:33])[C@H:31]([C@H:65](O)[C@@H:66]([CH2:68]/C=C/C)[CH3:67])[N:30](C)[C:28](=[O:29])[C@H:27]([CH:70](C)C)[N:26](C)C(=O)[C@H](CC(C)C)N(C)[C:32](=[O:33])[C@H:31]([CH2:65][CH:66]([CH3:68])[CH3:67])[N:30](C)[C:28](=[O:29])[C@@H:27]([CH3:70])[NH:26]C(=O)[C@H](C)N[C:32](=[O:33])[C@H:31]([CH2:65][CH:66]([CH3:68])[CH3:67])[N:30](C)[C:28](=[O:29])[C@H:27]([CH:70](C)C)[NH:26]C(=O)[C@H](CC(C)C)N(C)C(=O)CN(C)C1=O.[OH2:86], predict the reaction product.